Dataset: Forward reaction prediction with 1.9M reactions from USPTO patents (1976-2016). Task: Predict the product of the given reaction. (1) Given the reactants [S:1]1[C:5]2[CH:6]=[CH:7][CH:8]=[CH:9][C:4]=2[CH:3]=[C:2]1[C:10]([NH:12][CH2:13][C:14]#[C:15][C:16]1[CH:25]=[CH:24][C:19]([C:20](OC)=[O:21])=[CH:18][CH:17]=1)=[O:11].[NH2:26][OH:27].[OH-].[Na+].Cl, predict the reaction product. The product is: [OH:27][NH:26][C:20](=[O:21])[C:19]1[CH:24]=[CH:25][C:16]([C:15]#[C:14][CH2:13][NH:12][C:10]([C:2]2[S:1][C:5]3[CH:6]=[CH:7][CH:8]=[CH:9][C:4]=3[CH:3]=2)=[O:11])=[CH:17][CH:18]=1. (2) The product is: [NH2:11][C@H:12]1[C:20]2[C:15](=[CH:16][CH:17]=[C:18]([O:21][CH3:22])[CH:19]=2)[C@H:14]([OH:23])[CH2:13]1. Given the reactants C(=O)([O-])[O-].[K+].[K+].FC(F)(F)C([NH:11][C@H:12]1[C:20]2[C:15](=[CH:16][CH:17]=[C:18]([O:21][CH3:22])[CH:19]=2)[C@H:14]([OH:23])[CH2:13]1)=O, predict the reaction product. (3) Given the reactants [C:1](=[O:4])([O-])[O-].[K+].[K+].[OH:7][C:8]1[C:15]([CH3:16])=[CH:14][CH:13]=[CH:12][C:9]=1[C:10]#[N:11].Br[CH:18](OCC)[C:19]([C:21]1[CH:26]=[CH:25][CH:24]=[CH:23][CH:22]=1)=[O:20].[CH3:30]N(C=O)C, predict the reaction product. The product is: [NH2:11][C:10]1[C:9]2[CH:12]=[CH:13][CH:14]=[C:15]([CH3:16])[C:8]=2[O:7][C:18]=1[C:19](=[O:20])[C:21]1[CH:22]=[CH:23][CH:24]=[CH:25][C:26]=1[O:4][CH2:1][CH3:30]. (4) Given the reactants [CH2:1]([O:3][C:4](=[O:31])[C@@:5]([NH:23][C:24]([O:26][C:27]([CH3:30])([CH3:29])[CH3:28])=[O:25])([CH3:22])[CH2:6][CH2:7][C:8]1[CH:13]=[CH:12][C:11]([O:14]CC2C=CC=CC=2)=[CH:10][CH:9]=1)[CH3:2].C1(O)C=CC=CC=1.N1C=CC=CC=1.[F:45][C:46]([F:59])([F:58])[S:47](O[S:47]([C:46]([F:59])([F:58])[F:45])(=[O:49])=[O:48])(=[O:49])=[O:48], predict the reaction product. The product is: [CH2:1]([O:3][C:4](=[O:31])[C@@:5]([NH:23][C:24]([O:26][C:27]([CH3:30])([CH3:29])[CH3:28])=[O:25])([CH3:22])[CH2:6][CH2:7][C:8]1[CH:13]=[CH:12][C:11]([O:14][S:47]([C:46]([F:59])([F:58])[F:45])(=[O:49])=[O:48])=[CH:10][CH:9]=1)[CH3:2]. (5) Given the reactants C[O:2][C:3]([C:5]1[N:6]=[CH:7][C:8]([N:11]2[CH2:16][CH2:15][N:14]([C:17]([O:19][CH2:20][C:21]3[CH:26]=[CH:25][CH:24]=[CH:23][CH:22]=3)=[O:18])[CH2:13][CH:12]2[C:27]2[CH:32]=[CH:31][CH:30]=[CH:29][CH:28]=2)=[N:9][CH:10]=1)=O.[OH-].[Li+].[CH3:35][N:36](C1C=CC=CN=1)[CH3:37].CNC.C(O)(=O)CC(CC(O)=O)(C(O)=O)O, predict the reaction product. The product is: [CH2:20]([O:19][C:17]([N:14]1[CH2:15][CH2:16][N:11]([C:8]2[CH:7]=[N:6][C:5]([C:3](=[O:2])[N:36]([CH3:37])[CH3:35])=[CH:10][N:9]=2)[CH:12]([C:27]2[CH:28]=[CH:29][CH:30]=[CH:31][CH:32]=2)[CH2:13]1)=[O:18])[C:21]1[CH:22]=[CH:23][CH:24]=[CH:25][CH:26]=1. (6) Given the reactants OC(C(F)(F)F)=O.[Cl:8][C:9]1[N:17]=[C:16]2[C:12]([N:13]=[CH:14][NH:15]2)=[C:11]([NH:18][CH:19]2[CH2:24][CH2:23][CH2:22][CH:21]([NH2:25])[CH2:20]2)[N:10]=1.CCN(C(C)C)C(C)C.CN(C(ON1N=NC2C=CC=NC1=2)=[N+](C)C)C.F[P-](F)(F)(F)(F)F.[C:59]([C:63]1[CH:71]=[CH:70][C:66]([C:67](O)=[O:68])=[CH:65][CH:64]=1)([CH3:62])([CH3:61])[CH3:60], predict the reaction product. The product is: [C:59]([C:63]1[CH:64]=[CH:65][C:66]([C:67]([NH:25][CH:21]2[CH2:22][CH2:23][CH2:24][CH:19]([NH:18][C:11]3[N:10]=[C:9]([Cl:8])[N:17]=[C:16]4[C:12]=3[N:13]=[CH:14][NH:15]4)[CH2:20]2)=[O:68])=[CH:70][CH:71]=1)([CH3:62])([CH3:60])[CH3:61]. (7) Given the reactants [Br:1][C:2]1[CH:7]=[CH:6][C:5]([CH3:8])=[C:4]([N+:9]([O-])=O)[CH:3]=1.[CH3:12]N(C)C=O.N1CCCC1.C(O)(=O)C, predict the reaction product. The product is: [Br:1][C:2]1[CH:3]=[C:4]2[C:5]([CH:8]=[CH:12][NH:9]2)=[CH:6][CH:7]=1.